Dataset: Catalyst prediction with 721,799 reactions and 888 catalyst types from USPTO. Task: Predict which catalyst facilitates the given reaction. (1) Reactant: C[O-].[K+].[F:4][C:5]1[CH:10]=[CH:9][C:8]([S:11]([C@@:14]2([C:30]3[CH:35]=[CH:34][C:33]([C:36]([OH:45])([C:41]([F:44])([F:43])[F:42])[C:37]([F:40])([F:39])[F:38])=[CH:32][CH:31]=3)[CH2:18][CH2:17][N:16]([C:19]([CH:21]3[CH2:26][CH2:25][N:24]([C:27](=[O:29])[CH3:28])[CH2:23][CH2:22]3)=[O:20])[CH2:15]2)(=[O:13])=[O:12])=[CH:7][CH:6]=1.[I-].[C:47]1([I+][C:47]2[CH:52]=[CH:51][CH:50]=[CH:49][CH:48]=2)[CH:52]=[CH:51][CH:50]=[CH:49][CH:48]=1. Product: [F:4][C:5]1[CH:10]=[CH:9][C:8]([S:11]([C@@:14]2([C:30]3[CH:35]=[CH:34][C:33]([C:36]([O:45][C:47]4[CH:52]=[CH:51][CH:50]=[CH:49][CH:48]=4)([C:41]([F:42])([F:43])[F:44])[C:37]([F:38])([F:39])[F:40])=[CH:32][CH:31]=3)[CH2:18][CH2:17][N:16]([C:19]([CH:21]3[CH2:26][CH2:25][N:24]([C:27](=[O:29])[CH3:28])[CH2:23][CH2:22]3)=[O:20])[CH2:15]2)(=[O:12])=[O:13])=[CH:7][CH:6]=1. The catalyst class is: 359. (2) Reactant: N[C:2]1[CH:7]=[CH:6][C:5]([O:8][C:9]2[CH:13]=[C:12]([CH3:14])[NH:11][N:10]=2)=[CH:4][C:3]=1[C:15]([F:18])([F:17])[F:16].[ClH:19].CC(C)=O.N([O-])=O.[Na+]. Product: [Cl:19][C:2]1[CH:7]=[CH:6][C:5]([O:8][C:9]2[CH:13]=[C:12]([CH3:14])[NH:11][N:10]=2)=[CH:4][C:3]=1[C:15]([F:18])([F:17])[F:16]. The catalyst class is: 6. (3) Reactant: [CH3:1][C:2]1[C:6]([C:7]2[CH:8]=[C:9]([C:19]([C:21]3[CH:26]=[CH:25][CH:24]=[CH:23][N:22]=3)=[O:20])[C:10]3[N:14]=[C:13]([O:15]CC)[NH:12][C:11]=3[CH:18]=2)=[C:5]([CH3:27])[O:4][N:3]=1.[CH:28]1([Mg]Cl)[CH2:32][CH2:31][CH2:30][CH2:29]1. Product: [CH:28]1([C:19]([OH:20])([C:21]2[CH:26]=[CH:25][CH:24]=[CH:23][N:22]=2)[C:9]2[C:10]3[NH:14][C:13](=[O:15])[NH:12][C:11]=3[CH:18]=[C:7]([C:6]3[C:2]([CH3:1])=[N:3][O:4][C:5]=3[CH3:27])[CH:8]=2)[CH2:32][CH2:31][CH2:30][CH2:29]1. The catalyst class is: 1. (4) Reactant: CS[C:3]([C:13]1[N:18]=[C:17]([O:19][CH3:20])[CH:16]=[C:15]([O:21][CH3:22])[N:14]=1)([C:5]1[CH:10]=[CH:9][CH:8]=[C:7]([Cl:11])[C:6]=1[NH2:12])[CH3:4].[BH4-].[Na+]. Product: [NH2:12][C:6]1[C:7]([Cl:11])=[CH:8][CH:9]=[CH:10][C:5]=1[CH:3]([C:13]1[N:14]=[C:15]([O:21][CH3:22])[CH:16]=[C:17]([O:19][CH3:20])[N:18]=1)[CH3:4]. The catalyst class is: 652. (5) Reactant: [CH3:1][C:2]1[CH:7]=[CH:6][C:5]([S:8]([O:11][C:12]2[CH:17]=[CH:16][C:15]([CH2:18][CH2:19][CH3:20])=[CH:14][C:13]=2[OH:21])(=[O:10])=[O:9])=[CH:4][CH:3]=1.C([O-])([O-])=O.[K+].[K+].[Na+].[I-].[CH2:30](Br)[C:31]1[CH:36]=[CH:35][CH:34]=[CH:33][CH:32]=1. Product: [CH3:1][C:2]1[CH:7]=[CH:6][C:5]([S:8]([O:11][C:12]2[CH:17]=[CH:16][C:15]([CH2:18][CH2:19][CH3:20])=[CH:14][C:13]=2[O:21][CH2:30][C:31]2[CH:36]=[CH:35][CH:34]=[CH:33][CH:32]=2)(=[O:10])=[O:9])=[CH:4][CH:3]=1. The catalyst class is: 21. (6) Reactant: [CH2:1]([NH2:4])[CH:2]=[CH2:3].[Cl:5][C:6]1[S:10][C:9]([C:11](Cl)=[O:12])=[CH:8][CH:7]=1. Product: [CH2:1]([NH:4][C:11]([C:9]1[S:10][C:6]([Cl:5])=[CH:7][CH:8]=1)=[O:12])[CH:2]=[CH2:3]. The catalyst class is: 17. (7) Reactant: [C:1]([O:5][C:6](=[O:23])[C:7]([O:10][C:11]1[CH:16]=[C:15]([OH:17])[C:14]([C:18](=[O:21])[NH:19][CH3:20])=[CH:13][C:12]=1[Cl:22])([CH3:9])[CH3:8])([CH3:4])([CH3:3])[CH3:2].C(=O)([O-])[O-].[Cs+].[Cs+].[O:30]1[CH2:32][C@H:31]1[CH2:33]OS(C1C=CC=C([N+]([O-])=O)C=1)(=O)=O.C(#N)CCC. Product: [C:1]([O:5][C:6](=[O:23])[C:7]([O:10][C:11]1[CH:16]=[C:15]([O:17][CH2:33][C@@H:31]2[CH2:32][O:30]2)[C:14]([C:18](=[O:21])[NH:19][CH3:20])=[CH:13][C:12]=1[Cl:22])([CH3:9])[CH3:8])([CH3:2])([CH3:3])[CH3:4]. The catalyst class is: 47. (8) Reactant: [N:1]1([CH:10]([NH:14][C:15]([O:17][CH2:18][C:19]2[CH:24]=[CH:23][CH:22]=[CH:21][CH:20]=2)=[O:16])[C:11]([OH:13])=O)[C:5]2[CH:6]=[CH:7][CH:8]=[CH:9][C:4]=2[N:3]=[N:2]1.[C:25](Cl)(=[O:29])[C:26](Cl)=O.C[N:32]1[CH2:37][CH2:36][O:35][CH2:34][CH2:33]1. Product: [N:1]1([CH:10]([NH:14][C:15](=[O:16])[O:17][CH2:18][C:19]2[CH:24]=[CH:23][CH:22]=[CH:21][CH:20]=2)[C:11](=[O:13])[NH:32][C:37]2[C:33]3[CH:18]=[CH:19][CH:20]=[CH:21][C:34]=3[O:35][C:36]=2[C:25]([C:26]2[CH:8]=[CH:9][CH:4]=[CH:5][CH:6]=2)=[O:29])[C:5]2[CH:6]=[CH:7][CH:8]=[CH:9][C:4]=2[N:3]=[N:2]1. The catalyst class is: 118. (9) Reactant: [Li]CCCC.[F:6][C:7]([F:16])([F:15])[C:8]1[CH:13]=[CH:12][CH:11]=[CH:10][C:9]=1[Cl:14].CN([CH:20]=[O:21])C.O. Product: [Cl:14][C:9]1[C:8]([C:7]([F:6])([F:15])[F:16])=[CH:13][CH:12]=[CH:11][C:10]=1[CH:20]=[O:21]. The catalyst class is: 1. (10) Reactant: [Cl:1][C:2]1[CH:3]=[CH:4][C:5]([N:15]2[CH:19]=[C:18]([Cl:20])[N:17]=[N:16]2)=[C:6]([C:8]2[N:13]=[CH:12][N:11]=[C:10]([OH:14])[CH:9]=2)[CH:7]=1.C1C(=O)N([Br:28])C(=O)C1. Product: [Br:28][C:9]1[C:10]([OH:14])=[N:11][CH:12]=[N:13][C:8]=1[C:6]1[CH:7]=[C:2]([Cl:1])[CH:3]=[CH:4][C:5]=1[N:15]1[CH:19]=[C:18]([Cl:20])[N:17]=[N:16]1. The catalyst class is: 23.